Dataset: NCI-60 drug combinations with 297,098 pairs across 59 cell lines. Task: Regression. Given two drug SMILES strings and cell line genomic features, predict the synergy score measuring deviation from expected non-interaction effect. (1) Drug 1: CC=C1C(=O)NC(C(=O)OC2CC(=O)NC(C(=O)NC(CSSCCC=C2)C(=O)N1)C(C)C)C(C)C. Drug 2: CCN(CC)CCCC(C)NC1=C2C=C(C=CC2=NC3=C1C=CC(=C3)Cl)OC. Cell line: NCI-H522. Synergy scores: CSS=72.2, Synergy_ZIP=-5.48, Synergy_Bliss=-1.97, Synergy_Loewe=-0.506, Synergy_HSA=1.63. (2) Drug 1: CC1CCC2CC(C(=CC=CC=CC(CC(C(=O)C(C(C(=CC(C(=O)CC(OC(=O)C3CCCCN3C(=O)C(=O)C1(O2)O)C(C)CC4CCC(C(C4)OC)OCCO)C)C)O)OC)C)C)C)OC. Drug 2: CC12CCC3C(C1CCC2OP(=O)(O)O)CCC4=C3C=CC(=C4)OC(=O)N(CCCl)CCCl.[Na+]. Cell line: MDA-MB-231. Synergy scores: CSS=14.4, Synergy_ZIP=-3.29, Synergy_Bliss=3.40, Synergy_Loewe=-6.21, Synergy_HSA=3.05. (3) Drug 1: CN(C)C1=NC(=NC(=N1)N(C)C)N(C)C. Drug 2: CC1=C(N=C(N=C1N)C(CC(=O)N)NCC(C(=O)N)N)C(=O)NC(C(C2=CN=CN2)OC3C(C(C(C(O3)CO)O)O)OC4C(C(C(C(O4)CO)O)OC(=O)N)O)C(=O)NC(C)C(C(C)C(=O)NC(C(C)O)C(=O)NCCC5=NC(=CS5)C6=NC(=CS6)C(=O)NCCC[S+](C)C)O. Cell line: SK-MEL-2. Synergy scores: CSS=3.20, Synergy_ZIP=2.82, Synergy_Bliss=10.0, Synergy_Loewe=-1.03, Synergy_HSA=3.14. (4) Drug 1: C1CC(C1)(C(=O)O)C(=O)O.[NH2-].[NH2-].[Pt+2]. Drug 2: CC1CCC2CC(C(=CC=CC=CC(CC(C(=O)C(C(C(=CC(C(=O)CC(OC(=O)C3CCCCN3C(=O)C(=O)C1(O2)O)C(C)CC4CCC(C(C4)OC)OCCO)C)C)O)OC)C)C)C)OC. Cell line: OVCAR-8. Synergy scores: CSS=2.60, Synergy_ZIP=-2.37, Synergy_Bliss=-1.81, Synergy_Loewe=-1.65, Synergy_HSA=-1.28. (5) Drug 1: CNC(=O)C1=CC=CC=C1SC2=CC3=C(C=C2)C(=NN3)C=CC4=CC=CC=N4. Synergy scores: CSS=2.13, Synergy_ZIP=2.71, Synergy_Bliss=7.97, Synergy_Loewe=3.94, Synergy_HSA=4.27. Cell line: COLO 205. Drug 2: C1=CN(C=N1)CC(O)(P(=O)(O)O)P(=O)(O)O. (6) Drug 1: C1CN(CCN1C(=O)CCBr)C(=O)CCBr. Drug 2: CN(C(=O)NC(C=O)C(C(C(CO)O)O)O)N=O. Cell line: BT-549. Synergy scores: CSS=10.6, Synergy_ZIP=3.06, Synergy_Bliss=8.76, Synergy_Loewe=-2.11, Synergy_HSA=2.42. (7) Drug 1: CN(CC1=CN=C2C(=N1)C(=NC(=N2)N)N)C3=CC=C(C=C3)C(=O)NC(CCC(=O)O)C(=O)O. Drug 2: CC1=C(C(CCC1)(C)C)C=CC(=CC=CC(=CC(=O)O)C)C. Cell line: A549. Synergy scores: CSS=19.1, Synergy_ZIP=-3.69, Synergy_Bliss=-3.96, Synergy_Loewe=-9.78, Synergy_HSA=-8.94.